This data is from Forward reaction prediction with 1.9M reactions from USPTO patents (1976-2016). The task is: Predict the product of the given reaction. (1) Given the reactants [CH3:1][O:2][CH2:3][CH:4]1[CH2:9][CH2:8][CH:7]([C:10]([OH:12])=O)[CH2:6][CH2:5]1.CCN(CC)CC.F[P-](F)(F)(F)(F)F.N1(O[P+](N(C)C)(N(C)C)N(C)C)C2C=CC=CC=2N=N1.[F:47][C:48]([F:78])([F:77])[C:49]1[CH:50]=[C:51]([C:59]([CH3:76])([CH3:75])[C:60]([N:62]([CH3:74])[C@H:63]2[C@H:67]([C:68]3[CH:73]=[CH:72][CH:71]=[CH:70][CH:69]=3)[CH2:66][NH:65][CH2:64]2)=[O:61])[CH:52]=[C:53]([C:55]([F:58])([F:57])[F:56])[CH:54]=1, predict the reaction product. The product is: [F:77][C:48]([F:47])([F:78])[C:49]1[CH:50]=[C:51]([C:59]([CH3:75])([CH3:76])[C:60]([N:62]([C@H:63]2[C@H:67]([C:68]3[CH:73]=[CH:72][CH:71]=[CH:70][CH:69]=3)[CH2:66][N:65]([C:10]([CH:7]3[CH2:6][CH2:5][CH:4]([CH2:3][O:2][CH3:1])[CH2:9][CH2:8]3)=[O:12])[CH2:64]2)[CH3:74])=[O:61])[CH:52]=[C:53]([C:55]([F:56])([F:57])[F:58])[CH:54]=1. (2) Given the reactants CC1C=CC=C([N+]([O-])=O)C=1C(OC(C1C([N+]([O-])=O)=CC=CC=1C)=O)=O.[OH:26][C@H:27]([C@H:32]([NH:36][C:37](=[O:101])[C@H:38]([NH:60][C:61](=[O:100])[C@H:62]([CH2:70][C:71](=[O:99])[NH:72][C@H:73]([OH:98])/[CH:74]=[CH:75]/[CH2:76][CH2:77][S:78][C:79]([C:92]1[CH:97]=[CH:96][CH:95]=[CH:94][CH:93]=1)([C:86]1[CH:91]=[CH:90][CH:89]=[CH:88][CH:87]=1)[C:80]1[CH:85]=[CH:84][CH:83]=[CH:82][CH:81]=1)[CH2:63][C:64]1[CH:69]=[CH:68][CH:67]=[CH:66][CH:65]=1)[CH2:39][S:40][C:41]([C:54]1[CH:59]=[CH:58][CH:57]=[CH:56][CH:55]=1)([C:48]1[CH:53]=[CH:52][CH:51]=[CH:50][CH:49]=1)[C:42]1[CH:47]=[CH:46][CH:45]=[CH:44][CH:43]=1)[CH:33]([CH3:35])[CH3:34])[CH2:28][C:29]([OH:31])=[O:30], predict the reaction product. The product is: [CH2:63]([C@@H:62]1[C:61](=[O:100])[NH:60][C@H:38]([CH2:39][S:40][C:41]([C:54]2[CH:59]=[CH:58][CH:57]=[CH:56][CH:55]=2)([C:42]2[CH:43]=[CH:44][CH:45]=[CH:46][CH:47]=2)[C:48]2[CH:53]=[CH:52][CH:51]=[CH:50][CH:49]=2)[C:37](=[O:101])[NH:36][C@H:32]([CH:33]([CH3:35])[CH3:34])[C@@H:27]([OH:26])[CH2:28][C:29](=[O:31])[O:30][O:98][C@H:73](/[CH:74]=[CH:75]/[CH2:76][CH2:77][S:78][C:79]([C:92]2[CH:93]=[CH:94][CH:95]=[CH:96][CH:97]=2)([C:86]2[CH:91]=[CH:90][CH:89]=[CH:88][CH:87]=2)[C:80]2[CH:85]=[CH:84][CH:83]=[CH:82][CH:81]=2)[NH:72][C:71](=[O:99])[CH2:70]1)[C:64]1[CH:65]=[CH:66][CH:67]=[CH:68][CH:69]=1.